This data is from Full USPTO retrosynthesis dataset with 1.9M reactions from patents (1976-2016). The task is: Predict the reactants needed to synthesize the given product. (1) Given the product [O:21]=[C:17]1[CH2:18][CH2:19][CH2:20][N:16]1[CH2:15][CH2:14][C:13]([O:12][CH2:11][C:8]1[N:7]2[C:3](=[O:2])[N:4]([CH:23]3[CH2:24][CH2:25][NH:26][CH2:27][CH2:28]3)[CH2:5][C:6]2=[CH:10][N:9]=1)=[O:22], predict the reactants needed to synthesize it. The reactants are: Cl.[O:2]=[C:3]1[N:7]2[C:8]([CH2:11][O:12][C:13](=[O:22])[CH2:14][CH2:15][N:16]3[CH2:20][CH2:19][CH2:18][C:17]3=[O:21])=[N:9][CH:10]=[C:6]2[CH2:5][N:4]1[CH:23]1[CH2:28][CH2:27][N:26](C(OC(C)(C)C)=O)[CH2:25][CH2:24]1. (2) Given the product [O:1]=[C:2]1[N:3]([CH:11]2[CH2:12][CH2:13][N:14]([C:17]([O:19][CH2:20][C@@H:21]([N:23]([CH2:24][C:25]3[CH:26]=[CH:27][CH:28]=[CH:29][CH:30]=3)[CH2:31][C:32]3[CH:37]=[CH:36][CH:35]=[CH:34][CH:33]=3)[CH3:22])=[O:18])[CH2:15][CH2:16]2)[C:4]2[CH:10]=[CH:9][CH:8]=[CH:7][C:5]=2[N:6]1[S:46]([C:43]1[CH:42]=[CH:41][C:40]([C:39]([F:38])([F:50])[F:51])=[CH:45][CH:44]=1)(=[O:48])=[O:47], predict the reactants needed to synthesize it. The reactants are: [O:1]=[C:2]1[NH:6][C:5]2[CH:7]=[CH:8][CH:9]=[CH:10][C:4]=2[N:3]1[CH:11]1[CH2:16][CH2:15][N:14]([C:17]([O:19][CH2:20][C@@H:21]([N:23]([CH2:31][C:32]2[CH:37]=[CH:36][CH:35]=[CH:34][CH:33]=2)[CH2:24][C:25]2[CH:30]=[CH:29][CH:28]=[CH:27][CH:26]=2)[CH3:22])=[O:18])[CH2:13][CH2:12]1.[F:38][C:39]([F:51])([F:50])[C:40]1[CH:45]=[CH:44][C:43]([S:46](Cl)(=[O:48])=[O:47])=[CH:42][CH:41]=1. (3) Given the product [C:36]1([C:34]([NH:1][CH2:2][CH2:3][CH2:4][N:5]([CH2:13][CH2:14][CH2:15][NH:16][C:17]2[N:18]=[N+:19]([O-:28])[C:20]3[CH:27]=[CH:26][CH:25]=[CH:24][C:21]=3[N+:22]=2[O-:23])[C:6](=[O:12])[O:7][C:8]([CH3:10])([CH3:11])[CH3:9])=[O:35])[C:49]2[C:40](=[N:41][C:42]3[C:47]([N:48]=2)=[CH:46][CH:45]=[CH:44][CH:43]=3)[CH:39]=[CH:38][CH:37]=1, predict the reactants needed to synthesize it. The reactants are: [NH2:1][CH2:2][CH2:3][CH2:4][N:5]([CH2:13][CH2:14][CH2:15][NH:16][C:17]1[N:18]=[N+:19]([O-:28])[C:20]2[CH:27]=[CH:26][CH:25]=[CH:24][C:21]=2[N+:22]=1[O-:23])[C:6](=[O:12])[O:7][C:8]([CH3:11])([CH3:10])[CH3:9].N1([C:34]([C:36]2[C:49]3[C:40](=[N:41][C:42]4[C:47]([N:48]=3)=[CH:46][CH:45]=[CH:44][CH:43]=4)[CH:39]=[CH:38][CH:37]=2)=[O:35])C=CN=C1. (4) Given the product [F:16][C:17]1[CH:22]=[C:21]([C:23]2[N:24]=[N:25][C:26]([O:29][C:30]3[CH:35]=[CH:34][CH:33]=[CH:32][CH:31]=3)=[CH:27][CH:28]=2)[CH:20]=[CH:19][C:18]=1[O:36][C:2]1[C:11]2[C:6](=[CH:7][C:8]([O:14][CH3:15])=[C:9]([O:12][CH3:13])[CH:10]=2)[N:5]=[CH:4][CH:3]=1, predict the reactants needed to synthesize it. The reactants are: Cl[C:2]1[C:11]2[C:6](=[CH:7][C:8]([O:14][CH3:15])=[C:9]([O:12][CH3:13])[CH:10]=2)[N:5]=[CH:4][CH:3]=1.[F:16][C:17]1[CH:22]=[C:21]([C:23]2[N:24]=[N:25][C:26]([O:29][C:30]3[CH:35]=[CH:34][CH:33]=[CH:32][CH:31]=3)=[CH:27][CH:28]=2)[CH:20]=[CH:19][C:18]=1[OH:36]. (5) Given the product [ClH:26].[Cl:26][C:23]1[CH:24]=[CH:25][C:20]([O:19][C:16]2[CH:15]=[CH:14][C:13]([O:12][C@@H:9]3[CH2:10][CH2:11][N:7]([CH2:6][CH2:5][CH2:4][C:3]([OH:27])=[O:2])[CH2:8]3)=[CH:18][CH:17]=2)=[CH:21][CH:22]=1, predict the reactants needed to synthesize it. The reactants are: C[O:2][C:3](=[O:27])[CH2:4][CH2:5][CH2:6][N:7]1[CH2:11][CH2:10][C@@H:9]([O:12][C:13]2[CH:18]=[CH:17][C:16]([O:19][C:20]3[CH:25]=[CH:24][C:23]([Cl:26])=[CH:22][CH:21]=3)=[CH:15][CH:14]=2)[CH2:8]1.[OH-].[Na+].O.Cl.O1CCOCC1. (6) Given the product [CH3:1][O:2][C:3]([C:5]1([N:8]2[C:12]3[N:13]=[CH:14][N:15]=[CH:16][C:11]=3[CH:10]=[CH:9]2)[CH2:6][CH2:7]1)=[O:4], predict the reactants needed to synthesize it. The reactants are: [CH3:1][O:2][C:3]([C:5]1([N:8]2[C:12]3[N:13]=[CH:14][N:15]=[C:16](Cl)[C:11]=3[CH:10]=[CH:9]2)[CH2:7][CH2:6]1)=[O:4].[OH-].[NH4+]. (7) The reactants are: [C:1]([C:5]1[CH:9]=[C:8]([NH2:10])[N:7]([C:11]2[CH:16]=[CH:15][CH:14]=[CH:13][C:12]=2[CH3:17])[N:6]=1)([CH3:4])([CH3:3])[CH3:2].Br[C:19]1[CH:27]=[CH:26][C:25]([O:28][CH3:29])=[CH:24][C:20]=1[C:21]([OH:23])=[O:22].C(=O)([O-])[O-].[K+].[K+].C(O)(=O)C. Given the product [C:1]([C:5]1[CH:9]=[C:8]([NH:10][C:19]2[CH:27]=[CH:26][C:25]([O:28][CH3:29])=[CH:24][C:20]=2[C:21]([OH:23])=[O:22])[N:7]([C:11]2[CH:16]=[CH:15][CH:14]=[CH:13][C:12]=2[CH3:17])[N:6]=1)([CH3:4])([CH3:3])[CH3:2], predict the reactants needed to synthesize it. (8) Given the product [C:1]([O:5][C:6](=[O:52])[N:7]([C:39]1[CH:44]=[CH:43][C:42]([N:45]2[CH2:46][CH2:47][O:48][CH2:49][CH2:50]2)=[CH:41][C:40]=1[NH:51][C:53](=[O:56])[CH:54]=[CH2:55])[C:8]1[CH:13]=[C:12]([N:14]([CH3:38])[C:15]([N:17]([C:26]2[C:27]([Cl:37])=[C:28]([O:35][CH3:36])[CH:29]=[C:30]([O:33][CH3:34])[C:31]=2[Cl:32])[CH2:18][O:19][CH2:20][CH2:21][Si:22]([CH3:23])([CH3:24])[CH3:25])=[O:16])[N:11]=[CH:10][N:9]=1)([CH3:4])([CH3:2])[CH3:3], predict the reactants needed to synthesize it. The reactants are: [C:1]([O:5][C:6](=[O:52])[N:7]([C:39]1[CH:44]=[CH:43][C:42]([N:45]2[CH2:50][CH2:49][O:48][CH2:47][CH2:46]2)=[CH:41][C:40]=1[NH2:51])[C:8]1[CH:13]=[C:12]([N:14]([CH3:38])[C:15]([N:17]([C:26]2[C:31]([Cl:32])=[C:30]([O:33][CH3:34])[CH:29]=[C:28]([O:35][CH3:36])[C:27]=2[Cl:37])[CH2:18][O:19][CH2:20][CH2:21][Si:22]([CH3:25])([CH3:24])[CH3:23])=[O:16])[N:11]=[CH:10][N:9]=1)([CH3:4])([CH3:3])[CH3:2].[C:53](Cl)(=[O:56])[CH:54]=[CH2:55].O. (9) Given the product [C:28]([NH:1][C:2]1[N:3]=[C:4]2[CH:9]=[CH:8][C:7]([O:10][C:11]3[CH:12]=[C:13]([NH:17][C:18]([C:20]4[C:25]([CH3:26])=[CH:24][CH:23]=[CH:22][N:21]=4)=[O:19])[CH:14]=[CH:15][CH:16]=3)=[CH:6][N:5]2[CH:27]=1)(=[O:30])[CH3:29], predict the reactants needed to synthesize it. The reactants are: [NH2:1][C:2]1[N:3]=[C:4]2[CH:9]=[CH:8][C:7]([O:10][C:11]3[CH:12]=[C:13]([NH:17][C:18]([C:20]4[C:25]([CH3:26])=[CH:24][CH:23]=[CH:22][N:21]=4)=[O:19])[CH:14]=[CH:15][CH:16]=3)=[CH:6][N:5]2[CH:27]=1.[C:28](Cl)(=[O:30])[CH3:29].CO.C(=O)([O-])[O-].[Na+].[Na+]. (10) Given the product [CH2:24]([O:31][C@@H:32]1[C@@H:38]([O:39][CH2:40][C:41]2[CH:46]=[CH:45][CH:44]=[CH:43][CH:42]=2)[C@H:37]([O:47][CH2:48][C:49]2[CH:50]=[CH:51][CH:52]=[CH:53][CH:54]=2)[C@@H:36]([CH2:55][O:56][CH2:57][C:58]2[CH:59]=[CH:60][CH:61]=[CH:62][CH:63]=2)[O:35][C:33]1([C:2]1[CH:18]=[CH:17][C:5]2[S:6][CH:7]=[C:8]([CH2:9][CH2:10][C:11]3[CH:16]=[CH:15][CH:14]=[CH:13][CH:12]=3)[C:4]=2[CH:3]=1)[OH:34])[C:25]1[CH:26]=[CH:27][CH:28]=[CH:29][CH:30]=1, predict the reactants needed to synthesize it. The reactants are: Br[C:2]1[CH:18]=[CH:17][C:5]2[S:6][CH:7]=[C:8]([CH2:9][CH2:10][C:11]3[CH:16]=[CH:15][CH:14]=[CH:13][CH:12]=3)[C:4]=2[CH:3]=1.C([Li])CCC.[CH2:24]([O:31][C@@H:32]1[C@@H:38]([O:39][CH2:40][C:41]2[CH:46]=[CH:45][CH:44]=[CH:43][CH:42]=2)[C@H:37]([O:47][CH2:48][C:49]2[CH:54]=[CH:53][CH:52]=[CH:51][CH:50]=2)[C@@H:36]([CH2:55][O:56][CH2:57][C:58]2[CH:63]=[CH:62][CH:61]=[CH:60][CH:59]=2)[O:35][C:33]1=[O:34])[C:25]1[CH:30]=[CH:29][CH:28]=[CH:27][CH:26]=1.[Cl-].[NH4+].